This data is from Full USPTO retrosynthesis dataset with 1.9M reactions from patents (1976-2016). The task is: Predict the reactants needed to synthesize the given product. (1) Given the product [C:1]([O:5][C:6](=[O:7])[NH:8][CH:9]1[CH2:14][CH2:13][CH:12]([CH2:15][NH:16][C:17]2[C:22]([N+:23]([O-:25])=[O:24])=[CH:21][N:20]=[C:19]([NH:26][CH2:27][C:28](=[O:30])[N:31]3[CH2:35][CH2:34][CH2:33][CH2:32]3)[N:18]=2)[CH2:11][CH2:10]1)([CH3:3])([CH3:4])[CH3:2], predict the reactants needed to synthesize it. The reactants are: [C:1]([O:5][C:6]([NH:8][CH:9]1[CH2:14][CH2:13][CH:12]([CH2:15][NH:16][C:17]2[C:22]([N+:23]([O-:25])=[O:24])=[CH:21][N:20]=[C:19]([NH:26][CH2:27][C:28]([OH:30])=O)[N:18]=2)[CH2:11][CH2:10]1)=[O:7])([CH3:4])([CH3:3])[CH3:2].[NH:31]1[CH2:35][CH2:34][CH2:33][CH2:32]1.CN(C(ON1N=NC2C=CC=CC1=2)=[N+](C)C)C.[B-](F)(F)(F)F.C(N(C(C)C)CC)(C)C. (2) Given the product [Cl:1][C:2]1[CH:10]=[C:9]2[C:5]([C:6]([C:11]([OH:31])=[O:12])=[CH:7][NH:8]2)=[CH:4][C:3]=1[C:13]1[CH:14]=[CH:15][C:16]([O:17][CH2:18][C:19]([NH:21][CH3:22])=[O:20])=[CH:23][CH:24]=1, predict the reactants needed to synthesize it. The reactants are: [Cl:1][C:2]1[CH:10]=[C:9]2[C:5]([C:6]([CH:11]=[O:12])=[CH:7][NH:8]2)=[CH:4][C:3]=1[C:13]1[CH:24]=[CH:23][C:16]([O:17][CH2:18][C:19]([NH:21][CH3:22])=[O:20])=[CH:15][CH:14]=1.CC(=CC)C.Cl([O-])=[O:31].[Na+].P([O-])([O-])([O-])=O.[Na+].[Na+].[Na+]. (3) The reactants are: C(O[C:4]([C:6]1[C:7]2[S:14][CH:13]=[C:12]([CH2:15][O:16][C:17]3[CH:22]=[CH:21][CH:20]=[C:19]([NH:23][C:24](=[O:32])[C:25]4[CH:30]=[CH:29][CH:28]=[CH:27][C:26]=4[Cl:31])[CH:18]=3)[C:8]=2[CH:9]=[N:10][CH:11]=1)=[O:5])C.[CH2:33]([CH2:35][NH2:36])[OH:34]. Given the product [OH:34][CH2:33][CH2:35][NH:36][C:4]([C:6]1[C:7]2[S:14][CH:13]=[C:12]([CH2:15][O:16][C:17]3[CH:22]=[CH:21][CH:20]=[C:19]([NH:23][C:24](=[O:32])[C:25]4[CH:30]=[CH:29][CH:28]=[CH:27][C:26]=4[Cl:31])[CH:18]=3)[C:8]=2[CH:9]=[N:10][CH:11]=1)=[O:5], predict the reactants needed to synthesize it.